From a dataset of Full USPTO retrosynthesis dataset with 1.9M reactions from patents (1976-2016). Predict the reactants needed to synthesize the given product. (1) Given the product [C:8]1([S:14]([N:17]2[C:25]3[C:20](=[CH:21][C:22]([C:5](=[O:7])[CH3:6])=[CH:23][CH:24]=3)[CH2:19][CH2:18]2)(=[O:16])=[O:15])[CH:9]=[CH:10][CH:11]=[CH:12][CH:13]=1, predict the reactants needed to synthesize it. The reactants are: C(O[C:5](=[O:7])[CH3:6])(=O)C.[C:8]1([S:14]([N:17]2[C:25]3[C:20](=[CH:21][CH:22]=[CH:23][CH:24]=3)[CH2:19][CH2:18]2)(=[O:16])=[O:15])[CH:13]=[CH:12][CH:11]=[CH:10][CH:9]=1. (2) Given the product [N:1]([C:2]1[CH:7]=[CH:6][C:5]([C:8]2[CH:9]=[CH:10][C:11]([C:14]([F:15])([F:16])[F:17])=[CH:12][CH:13]=2)=[CH:4][C:3]=1[C:18]#[N:19])=[N+:24]=[N-:25], predict the reactants needed to synthesize it. The reactants are: [NH2:1][C:2]1[CH:7]=[CH:6][C:5]([C:8]2[CH:13]=[CH:12][C:11]([C:14]([F:17])([F:16])[F:15])=[CH:10][CH:9]=2)=[CH:4][C:3]=1[C:18]#[N:19].N([O-])=O.[Na+].[N-:24]=[N+:25]=[N-].[Na+].